Dataset: Forward reaction prediction with 1.9M reactions from USPTO patents (1976-2016). Task: Predict the product of the given reaction. Given the reactants [Br:1][C:2]1[CH:7]=[N:6][C:5]([NH2:8])=[CH:4][N:3]=1.C(N(CC)CC)C.[F:16][C:17]1[CH:25]=[CH:24][CH:23]=[C:22]([F:26])[C:18]=1[C:19](Cl)=[O:20], predict the reaction product. The product is: [Br:1][C:2]1[N:3]=[CH:4][C:5]([NH:8][C:19](=[O:20])[C:18]2[C:17]([F:16])=[CH:25][CH:24]=[CH:23][C:22]=2[F:26])=[N:6][CH:7]=1.